From a dataset of Reaction yield outcomes from USPTO patents with 853,638 reactions. Predict the reaction yield, written as a fraction of the theoretical maximum amount of product (1.0 means a 100% yield; for example, 0.34 means a 34% yield). (1) The reactants are [F:1][C:2]([F:7])([F:6])[C:3]([OH:5])=[O:4].[F:8][C:9]([F:14])([F:13])[C:10]([OH:12])=[O:11].[F:15][C:16]([F:21])([F:20])[C:17]([OH:19])=[O:18].[CH3:22][C:23]1[CH:32]=[C:31]([CH2:33][O:34][C:35]2[CH:40]=[CH:39][C:38]([C:41]3([N:50]4[CH2:55][CH2:54][NH:53][CH2:52][CH2:51]4)[C:46](=[O:47])[NH:45][C:44](=[O:48])[NH:43][C:42]3=[O:49])=[CH:37][CH:36]=2)[C:30]2[C:25](=[CH:26][CH:27]=[CH:28][CH:29]=2)[N:24]=1.[C:56]1([CH2:62][CH:63]=O)[CH:61]=[CH:60][CH:59]=[CH:58][CH:57]=1. No catalyst specified. The product is [F:1][C:2]([F:7])([F:6])[C:3]([OH:5])=[O:4].[F:8][C:9]([F:14])([F:13])[C:10]([OH:12])=[O:11].[F:15][C:16]([F:21])([F:20])[C:17]([OH:19])=[O:18].[CH3:22][C:23]1[CH:32]=[C:31]([CH2:33][O:34][C:35]2[CH:36]=[CH:37][C:38]([C:41]3([N:50]4[CH2:55][CH2:54][N:53]([CH2:63][CH2:62][C:56]5[CH:61]=[CH:60][CH:59]=[CH:58][CH:57]=5)[CH2:52][CH2:51]4)[C:46](=[O:47])[NH:45][C:44](=[O:48])[NH:43][C:42]3=[O:49])=[CH:39][CH:40]=2)[C:30]2[C:25](=[CH:26][CH:27]=[CH:28][CH:29]=2)[N:24]=1. The yield is 0.400. (2) The reactants are [C:1]([C:5]1[CH:10]=[CH:9][C:8]([S:11]([NH:14][C:15]2[CH:16]=[C:17]3[C:21](=[CH:22][CH:23]=2)[NH:20][C:19]([C:24]([OH:26])=O)=[C:18]3[C:27]2[CH:32]=[CH:31][N:30]=[CH:29][CH:28]=2)(=[O:13])=[O:12])=[CH:7][CH:6]=1)([CH3:4])([CH3:3])[CH3:2].[NH2:33][CH:34]1[CH2:39][CH2:38][O:37][CH2:36][CH2:35]1. The catalyst is ClCCl.CO. The product is [O:37]1[CH2:38][CH2:39][CH:34]([NH:33][C:24]([C:19]2[NH:20][C:21]3[C:17]([C:18]=2[C:27]2[CH:32]=[CH:31][N:30]=[CH:29][CH:28]=2)=[CH:16][C:15]([NH:14][S:11]([C:8]2[CH:9]=[CH:10][C:5]([C:1]([CH3:3])([CH3:2])[CH3:4])=[CH:6][CH:7]=2)(=[O:12])=[O:13])=[CH:23][CH:22]=3)=[O:26])[CH2:35][CH2:36]1. The yield is 0.530. (3) The reactants are [I:1][C:2]1[CH:3]=[N:4][CH:5]=[CH:6][CH:7]=1.C1(C)C=C(C)C=C(C)C=1S(O[NH2:20])(=O)=O.[C:22]1([C:28]#[C:29][C:30]([O:32][CH3:33])=[O:31])[CH:27]=[CH:26][CH:25]=[CH:24][CH:23]=1.C(=O)([O-])[O-].[K+].[K+]. The catalyst is ClCCl.CN(C)C=O.C(OCC)C. The product is [I:1][C:2]1[CH:7]=[CH:6][C:5]2[N:4]([N:20]=[C:28]([C:22]3[CH:27]=[CH:26][CH:25]=[CH:24][CH:23]=3)[C:29]=2[C:30]([O:32][CH3:33])=[O:31])[CH:3]=1. The yield is 0.120. (4) The reactants are [CH:1]([N:14]1[CH2:17][C:16]([C:19]2[O:20][C:21]3[CH:28]=[CH:27][CH:26]=[CH:25][C:22]=3[C:23]=2[CH3:24])(O)[CH2:15]1)([C:8]1[CH:13]=[CH:12][CH:11]=[CH:10][CH:9]=1)[C:2]1[CH:7]=[CH:6][CH:5]=[CH:4][CH:3]=1.C([SiH](CC)CC)C.FC(F)(F)C(O)=O.B(F)(F)F.CCOCC. The catalyst is ClCCl. The product is [CH:1]([N:14]1[CH2:17][CH:16]([C:19]2[O:20][C:21]3[CH:28]=[CH:27][CH:26]=[CH:25][C:22]=3[C:23]=2[CH3:24])[CH2:15]1)([C:8]1[CH:9]=[CH:10][CH:11]=[CH:12][CH:13]=1)[C:2]1[CH:7]=[CH:6][CH:5]=[CH:4][CH:3]=1. The yield is 0.630.